This data is from Peptide-MHC class I binding affinity with 185,985 pairs from IEDB/IMGT. The task is: Regression. Given a peptide amino acid sequence and an MHC pseudo amino acid sequence, predict their binding affinity value. This is MHC class I binding data. The peptide sequence is ETINEEAAEW. The MHC is HLA-A03:01 with pseudo-sequence HLA-A03:01. The binding affinity (normalized) is 0.